From a dataset of Full USPTO retrosynthesis dataset with 1.9M reactions from patents (1976-2016). Predict the reactants needed to synthesize the given product. (1) Given the product [C:34]([C:38]1[CH:39]=[CH:40][C:41]([CH2:42][N:3]2[CH:4]=[CH:5][N:1]=[C:2]2[CH:6]([CH2:15][C:16]2[CH:24]=[C:23]([CH3:25])[C:22]3[C:18](=[CH:19][N:20]([CH2:26][O:27][CH2:28][CH2:29][Si:30]([CH3:31])([CH3:32])[CH3:33])[N:21]=3)[CH:17]=2)[CH2:7][C:8]([O:10][C:11]([CH3:13])([CH3:14])[CH3:12])=[O:9])=[CH:44][CH:45]=1)([CH3:37])([CH3:35])[CH3:36], predict the reactants needed to synthesize it. The reactants are: [NH:1]1[CH:5]=[CH:4][N:3]=[C:2]1[CH:6]([CH2:15][C:16]1[CH:24]=[C:23]([CH3:25])[C:22]2[C:18](=[CH:19][N:20]([CH2:26][O:27][CH2:28][CH2:29][Si:30]([CH3:33])([CH3:32])[CH3:31])[N:21]=2)[CH:17]=1)[CH2:7][C:8]([O:10][C:11]([CH3:14])([CH3:13])[CH3:12])=[O:9].[C:34]([C:38]1[CH:45]=[CH:44][C:41]([CH2:42]Br)=[CH:40][CH:39]=1)([CH3:37])([CH3:36])[CH3:35].C(=O)([O-])[O-].[K+].[K+].C(OCC)(=O)C.CCCCCC. (2) Given the product [CH2:1]([O:8][C:9]1[C:21](=[O:22])[N:13]2[CH2:14][CH2:15][O:16][CH2:17][C:18]([CH3:20])([CH3:19])[C:12]2=[N:11][C:10]=1[C:23]([OH:25])=[O:24])[C:2]1[CH:7]=[CH:6][CH:5]=[CH:4][CH:3]=1, predict the reactants needed to synthesize it. The reactants are: [CH2:1]([O:8][C:9]1[C:21](=[O:22])[N:13]2[CH2:14][CH2:15][O:16][CH2:17][C:18]([CH3:20])([CH3:19])[C:12]2=[N:11][C:10]=1[C:23]([O:25]CC)=[O:24])[C:2]1[CH:7]=[CH:6][CH:5]=[CH:4][CH:3]=1.[Li+].[OH-].O. (3) Given the product [NH2:7][CH2:6][C:5]1[C:4]([O:32][CH3:33])=[CH:3][C:2]([Cl:1])=[C:15]([C:16]2[NH:20][C:19](=[O:21])[N:18]([C:22]3[CH:23]=[CH:24][C:25]([C:28]([F:31])([F:29])[F:30])=[CH:26][CH:27]=3)[N:17]=2)[CH:14]=1, predict the reactants needed to synthesize it. The reactants are: [Cl:1][C:2]1[C:15]([C:16]2[NH:20][C:19](=[O:21])[N:18]([C:22]3[CH:27]=[CH:26][C:25]([C:28]([F:31])([F:30])[F:29])=[CH:24][CH:23]=3)[N:17]=2)=[CH:14][C:5]([CH2:6][NH:7]C(=O)C(F)(F)F)=[C:4]([O:32][CH3:33])[CH:3]=1.O.[OH-].[K+]. (4) Given the product [Cl:1][C:2]1[C:3]([NH:22][C:23](=[O:31])[CH2:24][CH:25]2[CH2:26][CH2:27][CH2:28][CH2:29][CH2:30]2)=[C:4]2[C:9](=[CH:10][CH:11]=1)[N:8]=[C:7]([N:12]1[CH2:16][CH2:15][C@H:14]([NH:17][CH2:18][CH2:19][C:20]([OH:34])=[O:32])[CH2:13]1)[CH:6]=[CH:5]2, predict the reactants needed to synthesize it. The reactants are: [Cl:1][C:2]1[C:3]([NH:22][C:23](=[O:31])[CH2:24][CH:25]2[CH2:30][CH2:29][CH2:28][CH2:27][CH2:26]2)=[C:4]2[C:9](=[CH:10][CH:11]=1)[N:8]=[C:7]([N:12]1[CH2:16][CH2:15][C@H:14]([NH:17][CH2:18][CH2:19][C:20]#N)[CH2:13]1)[CH:6]=[CH:5]2.[OH-:32].[K+].[OH2:34].